Dataset: Full USPTO retrosynthesis dataset with 1.9M reactions from patents (1976-2016). Task: Predict the reactants needed to synthesize the given product. (1) Given the product [CH3:22][O:21][C:19]([C:14]1[C:13]2[N:18]([CH:2]=[C:3]([C:5]3[CH:10]=[CH:9][C:8]([F:11])=[CH:7][CH:6]=3)[N:12]=2)[CH:17]=[CH:16][N:15]=1)=[O:20], predict the reactants needed to synthesize it. The reactants are: Br[CH2:2][C:3]([C:5]1[CH:10]=[CH:9][C:8]([F:11])=[CH:7][CH:6]=1)=O.[NH2:12][C:13]1[C:14]([C:19]([O:21][CH3:22])=[O:20])=[N:15][CH:16]=[CH:17][N:18]=1. (2) Given the product [NH2:29][C:27]1[CH:28]=[C:23]([C:21]2[C:20]([CH3:34])=[CH:19][CH:18]=[C:17]([NH:16][C:14]([C:11]3([C:9]4[CH:8]=[CH:7][C:5]5[O:6][C:2]([F:1])([F:35])[O:3][C:4]=5[CH:10]=4)[CH2:12][CH2:13]3)=[O:15])[N:22]=2)[CH:24]=[N:25][C:26]=1[O:32][CH3:33], predict the reactants needed to synthesize it. The reactants are: [F:1][C:2]1([F:35])[O:6][C:5]2[CH:7]=[CH:8][C:9]([C:11]3([C:14]([NH:16][C:17]4[N:22]=[C:21]([C:23]5[CH:24]=[N:25][C:26]([O:32][CH3:33])=[C:27]([N+:29]([O-])=O)[CH:28]=5)[C:20]([CH3:34])=[CH:19][CH:18]=4)=[O:15])[CH2:13][CH2:12]3)=[CH:10][C:4]=2[O:3]1.[H][H]. (3) The reactants are: [F:1][C:2]1[CH:7]=[C:6]([I:8])[CH:5]=[CH:4][C:3]=1[N:9]1[C:14]2[N:15]([CH3:22])[C:16](=[O:21])[C:17]([CH3:20])=[C:18]([OH:19])[C:13]=2[C:12](=[O:23])[N:11]([CH2:24][C:25]2[CH:30]=[CH:29][C:28]([O:31][CH3:32])=[CH:27][CH:26]=2)[C:10]1=[O:33].C(N(CC)CC)C.Cl.CN(C)C.[C:46]1([CH3:56])[CH:51]=[CH:50][C:49]([S:52](Cl)(=[O:54])=[O:53])=[CH:48][CH:47]=1. Given the product [CH3:56][C:46]1[CH:51]=[CH:50][C:49]([S:52]([O:19][C:18]2[C:13]3[C:12](=[O:23])[N:11]([CH2:24][C:25]4[CH:26]=[CH:27][C:28]([O:31][CH3:32])=[CH:29][CH:30]=4)[C:10](=[O:33])[N:9]([C:3]4[CH:4]=[CH:5][C:6]([I:8])=[CH:7][C:2]=4[F:1])[C:14]=3[N:15]([CH3:22])[C:16](=[O:21])[C:17]=2[CH3:20])(=[O:54])=[O:53])=[CH:48][CH:47]=1, predict the reactants needed to synthesize it. (4) Given the product [NH2:1][C:4]1[CH:12]=[C:11]2[C:7]([C:8]([CH2:13][OH:14])=[N:9][NH:10]2)=[CH:6][CH:5]=1, predict the reactants needed to synthesize it. The reactants are: [N+:1]([C:4]1[CH:12]=[C:11]2[C:7]([C:8]([CH:13]=[O:14])=[N:9][NH:10]2)=[CH:6][CH:5]=1)([O-])=O.[AlH4-].[Li+].O.[OH-].[Na+]. (5) Given the product [CH3:1][O:2][C:3]([C:5]1[N:6]=[C:7]([Cl:39])[C:8]([N:12]2[CH2:17][CH2:16][N:15]([C:18]3[CH:23]=[C:22]([C:24]4[CH:25]=[CH:26][C:27]([F:30])=[CH:28][CH:29]=4)[N:21]=[C:20]([N:31]4[CH2:36][CH2:35][O:34][CH2:33][CH:32]4[CH3:37])[N:19]=3)[C@H:14]([CH3:38])[CH2:13]2)=[N:9][CH:10]=1)=[O:4], predict the reactants needed to synthesize it. The reactants are: [CH3:1][O:2][C:3]([C:5]1[N:6]=[C:7]([Cl:39])[C:8]([N:12]2[CH2:17][CH2:16][N:15]([C:18]3[CH:23]=[C:22]([C:24]4[CH:29]=[CH:28][C:27]([F:30])=[CH:26][CH:25]=4)[N:21]=[C:20]([N:31]4[CH2:36][CH2:35][O:34][CH2:33][C@H:32]4[CH3:37])[N:19]=3)[CH:14]([CH3:38])[CH2:13]2)=[N:9][C:10]=1Br)=[O:4].[H][H].